Dataset: Catalyst prediction with 721,799 reactions and 888 catalyst types from USPTO. Task: Predict which catalyst facilitates the given reaction. (1) The catalyst class is: 70. Product: [NH2:14][C:11]1[N:12]=[CH:13][C:8]([C:26]2[CH:27]=[CH:28][C:29]([C:30]([N:32]3[CH2:33][CH2:34][O:35][CH2:36][CH2:37]3)=[O:31])=[C:24]([Cl:23])[CH:25]=2)=[CH:9][C:10]=1[C:15]1[N:16]=[N:17][N:18]([CH:20]([CH3:22])[CH3:21])[CH:19]=1. Reactant: C([O-])([O-])=O.[Cs+].[Cs+].Br[C:8]1[CH:9]=[C:10]([C:15]2[N:16]=[N:17][N:18]([CH:20]([CH3:22])[CH3:21])[CH:19]=2)[C:11]([NH2:14])=[N:12][CH:13]=1.[Cl:23][C:24]1[CH:25]=[C:26](B(O)O)[CH:27]=[CH:28][C:29]=1[C:30]([N:32]1[CH2:37][CH2:36][O:35][CH2:34][CH2:33]1)=[O:31]. (2) Reactant: C[Sn](C)(C)[C:3]1[S:4][CH:5]=[CH:6][N:7]=1.I[C:11]1[CH:16]=[CH:15][C:14]([Br:17])=[CH:13][N:12]=1. Product: [Br:17][C:14]1[CH:15]=[CH:16][C:11]([C:3]2[S:4][CH:5]=[CH:6][N:7]=2)=[N:12][CH:13]=1. The catalyst class is: 109. (3) Reactant: Br[C:2]1[CH:3]=[C:4]([C:9](=[O:21])[CH2:10][CH2:11][C:12]2[CH:17]=[C:16]([CH3:18])[C:15]([OH:19])=[C:14]([CH3:20])[CH:13]=2)[S:5][C:6]=1[CH2:7][CH3:8].[CH2:22]([C:24]1[CH:29]=[CH:28][CH:27]=[CH:26][C:25]=1B(O)O)[CH3:23]. Product: [CH2:7]([C:6]1[S:5][C:4]([C:9](=[O:21])[CH2:10][CH2:11][C:12]2[CH:17]=[C:16]([CH3:18])[C:15]([OH:19])=[C:14]([CH3:20])[CH:13]=2)=[CH:3][C:2]=1[C:25]1[CH:26]=[CH:27][CH:28]=[CH:29][C:24]=1[CH2:22][CH3:23])[CH3:8]. The catalyst class is: 75. (4) Reactant: [C:1]([O:5][C:6](=[O:16])[NH:7][C:8]1[CH:13]=[CH:12][C:11]([CH3:14])=[C:10]([OH:15])[CH:9]=1)([CH3:4])([CH3:3])[CH3:2].Br[C:18]1[CH:19]=[CH:20][C:21]([N+:24]([O-:26])=[O:25])=[N:22][CH:23]=1.C(=O)([O-])[O-].[Cs+].[Cs+].CN(C)C=O. Product: [C:1]([O:5][C:6](=[O:16])[NH:7][C:8]1[CH:13]=[CH:12][C:11]([CH3:14])=[C:10]([O:15][C:18]2[CH:23]=[N:22][C:21]([N+:24]([O-:26])=[O:25])=[CH:20][CH:19]=2)[CH:9]=1)([CH3:4])([CH3:2])[CH3:3]. The catalyst class is: 6. (5) Reactant: [C:1]([N:4]1[CH2:9][CH2:8][CH:7]([N:10]([C:27]([O:29][C:30]([CH3:33])([CH3:32])[CH3:31])=[O:28])[N:11](C(=O)C2C=CC=CC=2)[C:12]([O:14][C:15]([CH3:18])([CH3:17])[CH3:16])=[O:13])[CH2:6][CH2:5]1)(=[O:3])[CH3:2].O.[OH-].[Li+]. Product: [C:1]([N:4]1[CH2:5][CH2:6][CH:7]([N:10]([C:27]([O:29][C:30]([CH3:33])([CH3:32])[CH3:31])=[O:28])[NH:11][C:12]([O:14][C:15]([CH3:16])([CH3:17])[CH3:18])=[O:13])[CH2:8][CH2:9]1)(=[O:3])[CH3:2]. The catalyst class is: 30.